From a dataset of Forward reaction prediction with 1.9M reactions from USPTO patents (1976-2016). Predict the product of the given reaction. (1) The product is: [Cl:36][C:37]1[CH:44]=[CH:43][CH:42]=[C:41]([Cl:45])[C:38]=1[CH2:39][C:2]1[CH:3]=[C:4]([NH:13][C:14]2[CH:19]=[CH:18][C:17]([N:20]3[CH2:21][CH2:22][N:23]([C:26]([O:28][C:29]([CH3:30])([CH3:31])[CH3:32])=[O:27])[CH2:24][CH2:25]3)=[CH:16][C:15]=2[O:33][CH3:34])[C:5]2[C:10](=[O:11])[NH:9][N:8]=[CH:7][C:6]=2[N:12]=1. Given the reactants Cl[C:2]1[CH:3]=[C:4]([NH:13][C:14]2[CH:19]=[CH:18][C:17]([N:20]3[CH2:25][CH2:24][N:23]([C:26]([O:28][C:29]([CH3:32])([CH3:31])[CH3:30])=[O:27])[CH2:22][CH2:21]3)=[CH:16][C:15]=2[O:33][CH3:34])[C:5]2[C:10](=[O:11])[NH:9][N:8]=[CH:7][C:6]=2[N:12]=1.[Br-].[Cl:36][C:37]1[CH:44]=[CH:43][CH:42]=[C:41]([Cl:45])[C:38]=1[CH2:39][Zn+], predict the reaction product. (2) Given the reactants C(OC)(=O)C(C)=C.C(OCC1CCC2OC2C1)(=O)C=C.[C:21]1(=[O:26])[O:25][CH2:24][CH2:23][O:22]1.N(C(C)(C)C#N)=NC(C)(C)C#N.[C:39](=[O:46])([O:43][CH2:44][CH3:45])[O:40][CH2:41][CH3:42], predict the reaction product. The product is: [C:21]1(=[O:26])[O:25][CH2:24][CH2:23][O:22]1.[C:39](=[O:46])([O:43][CH2:44][CH3:45])[O:40][CH2:41][CH3:42]. (3) Given the reactants [N:1]1([C:7](OC(C)(C)C)=O)[CH2:6][CH2:5][NH:4][CH2:3][CH2:2]1.[CH2:14]([S:16]([C:19]1[CH:24]=[CH:23][C:22]([NH:25][C:26](=[O:34])[C:27]([OH:33])([CH3:32])[C:28]([F:31])([F:30])[F:29])=[C:21]([Cl:35])C=1F)(=[O:18])=[O:17])[CH3:15].[Cl-].[NH4+], predict the reaction product. The product is: [Cl:35][C:21]1[C:7]([N:1]2[CH2:2][CH2:3][NH:4][CH2:5][CH2:6]2)=[C:19]([S:16]([CH2:14][CH3:15])(=[O:17])=[O:18])[CH:24]=[CH:23][C:22]=1[NH:25][C:26](=[O:34])[C@:27]([OH:33])([CH3:32])[C:28]([F:31])([F:30])[F:29]. (4) Given the reactants [CH3:1][O:2][C:3]([CH:5]1[CH2:9][CH2:8][CH2:7][N:6]1[N:10]=[CH:11][CH2:12][CH:13]([CH3:15])[CH3:14])=[O:4].C([BH3-])#N.[Na+].C(=O)(O)[O-].[Na+], predict the reaction product. The product is: [CH3:1][O:2][C:3]([CH:5]1[CH2:9][CH2:8][CH2:7][N:6]1[NH:10][CH2:11][CH2:12][CH:13]([CH3:15])[CH3:14])=[O:4]. (5) Given the reactants [CH3:1][C:2]([S:5]([NH2:7])=[O:6])([CH3:4])[CH3:3].[CH3:8][C:9]([CH3:15])([CH3:14])/[CH:10]=[CH:11]/[CH:12]=O, predict the reaction product. The product is: [CH3:8][C:9]([CH3:15])([CH3:14])/[CH:10]=[CH:11]/[CH:12]=[N:7]/[S:5]([C:2]([CH3:4])([CH3:3])[CH3:1])=[O:6]. (6) Given the reactants [Br:1][C:2]1[CH:7]=[CH:6][C:5]([C:8]#[CH:9])=[CH:4][CH:3]=1.[CH2:10]([SH:17])[C:11]1[CH:16]=[CH:15][CH:14]=[CH:13][CH:12]=1.[Na], predict the reaction product. The product is: [Br:1][C:2]1[CH:7]=[CH:6][C:5](/[CH:8]=[CH:9]\[CH:10]([S:17][CH:8](/[CH:9]=[CH:8]\[C:5]2[CH:6]=[CH:7][C:2]([Br:1])=[CH:3][CH:4]=2)[C:5]2[CH:6]=[CH:7][CH:2]=[CH:3][CH:4]=2)[C:11]2[CH:16]=[CH:15][CH:14]=[CH:13][CH:12]=2)=[CH:4][CH:3]=1. (7) Given the reactants Br[C:2]1[N:6]2[C:7](=[O:22])[CH:8]=[C:9]([CH2:11][N:12]([CH2:20][CH3:21])[C:13]3[CH:18]=[CH:17][C:16]([F:19])=[CH:15][CH:14]=3)[N:10]=[C:5]2[S:4][C:3]=1[CH3:23].[CH3:24][C:25]1(C)C(C)(C)[O:28][CH:27]([CH:32]2[CH2:34][CH:33]2C(OCC)=O)[O:26]1.C(=O)([O-])[O-].[K+].[K+], predict the reaction product. The product is: [CH2:20]([N:12]([CH2:11][C:9]1[N:10]=[C:5]2[S:4][C:3]([CH3:23])=[C:2]([CH:33]3[CH2:34][CH:32]3[C:27]([O:26][CH2:25][CH3:24])=[O:28])[N:6]2[C:7](=[O:22])[CH:8]=1)[C:13]1[CH:18]=[CH:17][C:16]([F:19])=[CH:15][CH:14]=1)[CH3:21].